This data is from Peptide-MHC class I binding affinity with 185,985 pairs from IEDB/IMGT. The task is: Regression. Given a peptide amino acid sequence and an MHC pseudo amino acid sequence, predict their binding affinity value. This is MHC class I binding data. (1) The binding affinity (normalized) is 0.499. The peptide sequence is KLPTWLGAAI. The MHC is HLA-A02:01 with pseudo-sequence HLA-A02:01. (2) The peptide sequence is MMQVWIQPL. The MHC is HLA-B40:01 with pseudo-sequence HLA-B40:01. The binding affinity (normalized) is 0.210. (3) The peptide sequence is LPCRIKQII. The MHC is HLA-B07:02 with pseudo-sequence HLA-B07:02. The binding affinity (normalized) is 0.0141. (4) The peptide sequence is FGAAVSLLF. The MHC is HLA-A02:01 with pseudo-sequence HLA-A02:01. The binding affinity (normalized) is 0.0847. (5) The peptide sequence is KGMKIQHFK. The MHC is HLA-B27:03 with pseudo-sequence YHTEHREICAKTDEDTLYLNYHDYTWAVLAYEWY. The binding affinity (normalized) is 0.0847.